From a dataset of Full USPTO retrosynthesis dataset with 1.9M reactions from patents (1976-2016). Predict the reactants needed to synthesize the given product. (1) The reactants are: [CH:1]1[C:6]([CH2:7][C:8]([OH:10])=O)=[CH:5][N:4]=[C:3](Cl)[CH:2]=1.Cl.ClCCl.C([O-])(O)=[O:17].[Na+].[CH3:21][OH:22]. Given the product [CH3:21][O:22][C:8](=[O:10])[CH2:7][C:6]1[CH:1]=[CH:2][C:3](=[O:17])[NH:4][CH:5]=1, predict the reactants needed to synthesize it. (2) The reactants are: [Br:1][CH2:2][C:3](=[O:8])[CH2:4][C:5](Br)=[O:6].Cl.[NH:10]1[C:18]2[C:13](=[CH:14][C:15]([NH:19][C:20]([C:22]3[C:23]([C:28]4[CH:33]=[CH:32][C:31]([CH3:34])=[CH:30][CH:29]=4)=[CH:24][CH:25]=[CH:26][CH:27]=3)=[O:21])=[CH:16][CH:17]=2)[CH2:12][CH2:11]1.C(N(CC)CC)C.C(OCC)(=O)C. Given the product [Br:1][CH2:2][C:3](=[O:8])[CH2:4][C:5]([N:10]1[C:18]2[C:13](=[CH:14][C:15]([NH:19][C:20]([C:22]3[C:23]([C:28]4[CH:29]=[CH:30][C:31]([CH3:34])=[CH:32][CH:33]=4)=[CH:24][CH:25]=[CH:26][CH:27]=3)=[O:21])=[CH:16][CH:17]=2)[CH2:12][CH2:11]1)=[O:6], predict the reactants needed to synthesize it.